Predict the product of the given reaction. From a dataset of Forward reaction prediction with 1.9M reactions from USPTO patents (1976-2016). (1) The product is: [Cl:8][C:7]1[C:6]([N:19]2[CH2:22][CH:21]([C:23]([NH:25][C:26]3[CH:27]=[CH:28][C:29]([S:32]([CH:35]4[CH2:36][CH2:37][N:38]([C:41]([O:43][C:44]([CH3:47])([CH3:46])[CH3:45])=[O:42])[CH2:39][CH2:40]4)(=[O:34])=[O:33])=[CH:30][CH:31]=3)=[O:24])[CH2:20]2)=[CH:5][N:4]=[N:3][C:2]=1[Cl:1]. Given the reactants [Cl:1][C:2]1[N:3]=[N:4][CH:5]=[C:6](Cl)[C:7]=1[Cl:8].C(N(C(C)C)C(C)C)C.[NH:19]1[CH2:22][CH:21]([C:23]([NH:25][C:26]2[CH:31]=[CH:30][C:29]([S:32]([CH:35]3[CH2:40][CH2:39][N:38]([C:41]([O:43][C:44]([CH3:47])([CH3:46])[CH3:45])=[O:42])[CH2:37][CH2:36]3)(=[O:34])=[O:33])=[CH:28][CH:27]=2)=[O:24])[CH2:20]1, predict the reaction product. (2) Given the reactants [CH3:1][O:2][C:3](=[O:28])[C:4]1[CH:9]=[CH:8][C:7]([OH:10])=[CH:6][C:5]=1[NH:11][C:12](=[O:27])[C:13]1[CH:18]=[C:17]([C:19]([F:22])([F:21])[F:20])[CH:16]=[C:15]([C:23]([F:26])([F:25])[F:24])[CH:14]=1.[Br:29][CH2:30][CH2:31][CH2:32]Br.C(=O)([O-])[O-].[K+].[K+], predict the reaction product. The product is: [CH3:1][O:2][C:3](=[O:28])[C:4]1[CH:9]=[CH:8][C:7]([O:10][CH2:32][CH2:31][CH2:30][Br:29])=[CH:6][C:5]=1[NH:11][C:12](=[O:27])[C:13]1[CH:14]=[C:15]([C:23]([F:24])([F:25])[F:26])[CH:16]=[C:17]([C:19]([F:21])([F:22])[F:20])[CH:18]=1. (3) Given the reactants [Br:1][C:2]1[CH:7]=[CH:6][C:5]([C:8]2[NH:12][N:11]=[N:10][N:9]=2)=[CH:4][CH:3]=1.[CH3:13][O:14][C:15]1[CH:22]=[CH:21][C:18]([CH2:19]Cl)=[CH:17][CH:16]=1.CCN(CC)CC, predict the reaction product. The product is: [Br:1][C:2]1[CH:7]=[CH:6][C:5]([C:8]2[N:12]([CH2:19][C:18]3[CH:21]=[CH:22][C:15]([O:14][CH3:13])=[CH:16][CH:17]=3)[N:11]=[N:10][N:9]=2)=[CH:4][CH:3]=1. (4) Given the reactants Br[C:2]1[C:3](=[O:20])[N:4]([C:9]2[CH:10]=[C:11]([CH:16]=[CH:17][C:18]=2[CH3:19])[C:12]([O:14]C)=O)[CH:5]=[C:6](Br)[N:7]=1.C([N:24](CC)[CH:25]([CH3:27])[CH3:26])(C)C.[NH2:30][C@@H:31]([C:48]1[CH:53]=[CH:52][CH:51]=[CH:50][CH:49]=1)[CH:32]1[CH2:37][CH2:36][N:35]([C:38]([O:40][CH2:41][C:42]2C=[CH:46][CH:45]=[CH:44][CH:43]=2)=[O:39])[CH2:34][CH2:33]1.[CH:54]1([NH2:57])[CH2:56][CH2:55]1.C1([Mg]Br)CCCC1, predict the reaction product. The product is: [CH:25]1([NH:24][C:12](=[O:14])[C:11]2[CH:16]=[CH:17][C:18]([CH3:19])=[C:9]([N:4]3[CH:5]=[CH:6][N:7]=[C:2]([NH:30][C@@H:31]([C:48]4[CH:49]=[CH:50][CH:51]=[CH:52][CH:53]=4)[CH:32]4[CH2:33][CH2:34][NH:35][CH2:36][CH2:37]4)[C:3]3=[O:20])[CH:10]=2)[CH2:27][CH2:26]1.[CH:54]1([NH:57][C:12]([C:11]2[CH:16]=[CH:17][C:18]([CH3:19])=[C:9]([N:4]3[CH:5]=[CH:6][N:7]=[C:2]([NH:30][C@@H:31]([C:48]4[CH:49]=[CH:50][CH:51]=[CH:52][CH:53]=4)[CH:32]4[CH2:37][CH2:36][N:35]([C:38]([O:40][C:41]5[CH:42]=[CH:43][CH:44]=[CH:45][CH:46]=5)=[O:39])[CH2:34][CH2:33]4)[C:3]3=[O:20])[CH:10]=2)=[O:14])[CH2:56][CH2:55]1.